From a dataset of Reaction yield outcomes from USPTO patents with 853,638 reactions. Predict the reaction yield, written as a fraction of the theoretical maximum amount of product (1.0 means a 100% yield; for example, 0.34 means a 34% yield). (1) The reactants are [NH:1]1[C:5]2=[N:6][CH:7]=[CH:8][CH:9]=[C:4]2[CH:3]=[CH:2]1.[OH-].[Na+].[C:12]([O:16][C:17](=[O:36])[N:18]([CH2:28][C:29]1[CH:34]=[CH:33][C:32]([Cl:35])=[CH:31][CH:30]=1)[C:19]1[CH:24]=[CH:23][C:22]([CH:25]=[O:26])=[C:21]([Cl:27])[N:20]=1)([CH3:15])([CH3:14])[CH3:13].O. The catalyst is CO. The product is [C:12]([O:16][C:17](=[O:36])[N:18]([CH2:28][C:29]1[CH:34]=[CH:33][C:32]([Cl:35])=[CH:31][CH:30]=1)[C:19]1[CH:24]=[CH:23][C:22]([CH:25]([OH:26])[C:3]2[C:4]3[C:5](=[N:6][CH:7]=[CH:8][CH:9]=3)[NH:1][CH:2]=2)=[C:21]([Cl:27])[N:20]=1)([CH3:15])([CH3:13])[CH3:14]. The yield is 0.510. (2) The reactants are [C:1](#[N:8])[C:2]1[CH:7]=[CH:6][CH:5]=[CH:4][CH:3]=1.S(=O)(=O)(O)O.[CH3:14][O:15][C:16]1[C:28]2[O:27][C:22]3([CH2:26][CH2:25][CH2:24][CH2:23]3)[CH2:21][C:20]=2[CH:19]=[C:18]([CH:29]=[C:30]([CH3:32])[CH3:31])[CH:17]=1.N. The catalyst is C1(C)C=CC=CC=1.C(O)(=O)C. The product is [CH3:14][O:15][C:16]1[CH:17]=[C:18]2[C:19](=[C:20]3[CH2:21][C:22]4([CH2:26][CH2:25][CH2:24][CH2:23]4)[O:27][C:28]=13)[C:1]([C:2]1[CH:7]=[CH:6][CH:5]=[CH:4][CH:3]=1)=[N:8][C:30]([CH3:32])([CH3:31])[CH2:29]2. The yield is 0.480. (3) The reactants are Br[C:2]1[CH:3]=[N:4][C:5](Cl)=[C:6]([CH:10]=1)[C:7]([NH2:9])=[O:8].[O:12]([C:19]1[CH:24]=[CH:23][C:22]([OH:25])=[CH:21][CH:20]=1)[C:13]1[CH:18]=[CH:17][CH:16]=[CH:15][CH:14]=1.C(O[C:31]([N:33]1[CH:38]=[C:37](B2OC(C)(C)C(C)(C)O2)[CH2:36][CH2:35][CH2:34]1)=[O:32])(C)(C)C.[C:48](O)(=O)[CH:49]=C. No catalyst specified. The product is [C:31]([N:33]1[CH2:34][CH2:35][CH:36]=[C:37]([C:2]2[CH:3]=[N:4][C:5]([O:25][C:22]3[CH:21]=[CH:20][C:19]([O:12][C:13]4[CH:18]=[CH:17][CH:16]=[CH:15][CH:14]=4)=[CH:24][CH:23]=3)=[C:6]([C:7]([NH2:9])=[O:8])[CH:10]=2)[CH2:38]1)(=[O:32])[CH:48]=[CH2:49]. The yield is 0.490.